Dataset: Reaction yield outcomes from USPTO patents with 853,638 reactions. Task: Predict the reaction yield, written as a fraction of the theoretical maximum amount of product (1.0 means a 100% yield; for example, 0.34 means a 34% yield). (1) The reactants are [C:1]12(O)[CH2:9][CH:5]([C:6]1([CH3:8])[CH3:7])[CH2:4][CH2:3][C:2]2([OH:11])[CH3:10].[CH3:13][CH:14]([CH3:19])[CH2:15][B:16](O)[OH:17]. The catalyst is C(OCC)C. The product is [CH3:13][CH:14]([CH3:19])[CH2:15][B:16]1[O:17][C@@H:3]2[CH2:4][C@@H:5]3[CH2:9][C@H:1]([C@:2]2([CH3:10])[O:11]1)[C:6]3([CH3:8])[CH3:7]. The yield is 0.940. (2) The reactants are [H-].[Na+].[C:3]([C:7]1[CH:12]=[CH:11][CH:10]=[CH:9][C:8]=1[OH:13])([CH3:6])([CH3:5])[CH3:4].[CH3:14][O:15][CH2:16][CH2:17][O:18][CH2:19]Cl. The catalyst is O1CCCC1. The product is [C:3]([C:7]1[CH:12]=[CH:11][CH:10]=[CH:9][C:8]=1[O:13][CH2:14][O:15][CH2:16][CH2:17][O:18][CH3:19])([CH3:6])([CH3:4])[CH3:5]. The yield is 0.828. (3) The reactants are [H-].[Na+].[F:3][C:4]([F:26])([F:25])[O:5][C:6]1[CH:7]=[C:8]([C:12]([C:14]2[CH:19]=[CH:18][CH:17]=[C:16]([O:20][C:21]([F:24])([F:23])[F:22])[CH:15]=2)=O)[CH:9]=[CH:10][CH:11]=1.[CH2:27](P(=O)(OCC)OCC)[C:28]1[CH:33]=[CH:32][CH:31]=[CH:30][CH:29]=1.O. The catalyst is C1COCC1.C1OCCOCCOCCOCCOC1. The product is [C:28]1([CH:27]=[C:12]([C:14]2[CH:15]=[C:16]([O:20][C:21]([F:24])([F:23])[F:22])[CH:17]=[CH:18][CH:19]=2)[C:8]2[CH:7]=[C:6]([O:5][C:4]([F:26])([F:25])[F:3])[CH:11]=[CH:10][CH:9]=2)[CH:33]=[CH:32][CH:31]=[CH:30][CH:29]=1. The yield is 0.530. (4) The reactants are [CH3:1][C:2]1([CH3:39])[N:6]([C:7]([O:9][C:10]([CH3:13])([CH3:12])[CH3:11])=[O:8])[C@@:5]([CH3:38])([C:14]2[S:15][C:16]([C:19]3[CH:24]=[CH:23][C:22]([O:25][CH2:26][CH2:27][CH2:28][CH2:29][CH2:30][CH2:31][CH2:32][CH3:33])=[C:21]([C:34]([F:37])([F:36])[F:35])[CH:20]=3)=[N:17][N:18]=2)[CH2:4][O:3]1.[C:40](#N)[CH3:41].O. No catalyst specified. The product is [CH3:39][C:2]1([CH3:1])[N:6]([C:7]([O:9][C:10]([CH3:11])([CH3:12])[CH3:13])=[O:8])[C@@:5]([CH3:38])([C:14]2[S:15][C:16]([C:19]3[CH:24]=[CH:23][C:22]([O:25][CH2:26][CH2:27][CH2:28][CH2:29][C:30]4[CH:41]=[CH:40][CH:33]=[CH:32][CH:31]=4)=[C:21]([C:34]([F:37])([F:36])[F:35])[CH:20]=3)=[N:17][N:18]=2)[CH2:4][O:3]1. The yield is 0.750. (5) The reactants are [S:1]1[CH:5]=[CH:4][C:3]([N:6]2[C:14]3[C:9](=[CH:10][CH:11]=[CH:12][CH:13]=3)[C:8](=O)[C:7]2=[O:16])=[CH:2]1.[F:17][C:18]([F:27])([F:26])[C:19]1[CH:20]=[C:21]([CH:23]=[CH:24][CH:25]=1)[NH2:22]. No catalyst specified. The product is [S:1]1[CH:5]=[CH:4][C:3]([N:6]2[C:14]3[C:9](=[CH:10][CH:11]=[CH:12][CH:13]=3)[C:8](=[N:22][C:21]3[CH:23]=[CH:24][CH:25]=[C:19]([C:18]([F:17])([F:26])[F:27])[CH:20]=3)[C:7]2=[O:16])=[CH:2]1. The yield is 0.220. (6) The reactants are [C:1](O)([CH3:4])([CH3:3])[CH3:2].[OH:6][C:7]1[CH:15]=[C:14]([OH:16])[CH:13]=[CH:12][C:8]=1[C:9]([OH:11])=[O:10].FC(F)(F)C(O)=O.S(=O)(=O)(O)O. The catalyst is CCCCCC. The product is [C:1]([C:13]1[C:14]([OH:16])=[CH:15][C:7]([OH:6])=[C:8]([CH:12]=1)[C:9]([OH:11])=[O:10])([CH3:4])([CH3:3])[CH3:2]. The yield is 0.680. (7) The reactants are Br[C:2]1[CH:16]=[CH:15][C:5]([O:6][CH2:7][C@H:8]2[CH2:12][O:11][C:10]([CH3:14])([CH3:13])[O:9]2)=[CH:4][C:3]=1[CH:17]([F:19])[F:18].[Li]CCCC.CN([CH:28]=[O:29])C.[NH4+].[Cl-]. The catalyst is C1COCC1. The product is [F:18][CH:17]([F:19])[C:3]1[CH:4]=[C:5]([O:6][CH2:7][C@H:8]2[CH2:12][O:11][C:10]([CH3:14])([CH3:13])[O:9]2)[CH:15]=[CH:16][C:2]=1[CH:28]=[O:29]. The yield is 0.720. (8) The reactants are Cl[C:2]1[N:6]([CH2:7][CH2:8][CH2:9][C:10]([O:12][CH2:13][CH3:14])=[O:11])[C:5]2[C:15]([CH:20]([CH2:23][CH3:24])[CH2:21][CH3:22])=[CH:16][CH:17]=[C:18]([Cl:19])[C:4]=2[N:3]=1.[Br:25][C:26]1[CH:32]=[C:31]([CH3:33])[CH:30]=[CH:29][C:27]=1[NH2:28].O.C1(C)C=CC(S(O)(=O)=O)=CC=1.C(=O)([O-])O.[Na+]. The catalyst is C1(C)C(C)=CC=CC=1. The product is [Br:25][C:26]1[CH:32]=[C:31]([CH3:33])[CH:30]=[CH:29][C:27]=1[NH:28][C:2]1[N:6]([CH2:7][CH2:8][CH2:9][C:10]([O:12][CH2:13][CH3:14])=[O:11])[C:5]2[C:15]([CH:20]([CH2:23][CH3:24])[CH2:21][CH3:22])=[CH:16][CH:17]=[C:18]([Cl:19])[C:4]=2[N:3]=1. The yield is 0.680. (9) The reactants are Br[C:2]1[N:3]([CH2:9][O:10][CH2:11][CH2:12][Si:13]([CH3:16])([CH3:15])[CH3:14])[CH:4]=[C:5]([C:7]#[N:8])[N:6]=1.C([Mg]Cl)(C)C.Cl[C:23]([O:25][CH2:26][CH3:27])=[O:24].C(=O)=O.CC(C)=O. The catalyst is ClCCl.CCOC(C)=O.CCCCCCC.O1CCCC1. The product is [CH2:26]([O:25][C:23]([C:2]1[N:3]([CH2:9][O:10][CH2:11][CH2:12][Si:13]([CH3:16])([CH3:15])[CH3:14])[CH:4]=[C:5]([C:7]#[N:8])[N:6]=1)=[O:24])[CH3:27]. The yield is 0.370. (10) The reactants are C1C=CC(P(C2C=CC=CC=2)C2C=CC=CC=2)=CC=1.[O:20]1[C:24]2[CH:25]=[CH:26][C:27]([C:29]([OH:31])=O)=[CH:28][C:23]=2[O:22][CH2:21]1.C(Cl)(Cl)(Cl)Cl.[NH2:37][C:38]1[CH:43]=[CH:42][C:41]([C:44]2([C:49]#[N:50])[CH2:48][CH2:47][CH2:46][CH2:45]2)=[CH:40][CH:39]=1. The catalyst is C(Cl)Cl. The product is [C:49]([C:44]1([C:41]2[CH:40]=[CH:39][C:38]([NH:37][C:29]([C:27]3[CH:26]=[CH:25][C:24]4[O:20][CH2:21][O:22][C:23]=4[CH:28]=3)=[O:31])=[CH:43][CH:42]=2)[CH2:48][CH2:47][CH2:46][CH2:45]1)#[N:50]. The yield is 0.430.